Dataset: Reaction yield outcomes from USPTO patents with 853,638 reactions. Task: Predict the reaction yield, written as a fraction of the theoretical maximum amount of product (1.0 means a 100% yield; for example, 0.34 means a 34% yield). (1) The reactants are [NH2:1][C:2]([NH2:4])=[S:3].Br[CH2:6][C:7](=O)[C:8]([F:11])([F:10])[F:9].C(C1N=C(NC(NC2C=CC(OC)=CC=2C)=O)SC=1)C.COC1C=CC(N=C=O)=C(C)C=1. The catalyst is CN(C1C=CN=CC=1)C.C1COCC1. The product is [F:9][C:8]([F:11])([F:10])[C:7]1[N:1]=[C:2]([NH2:4])[S:3][CH:6]=1. The yield is 0.360. (2) The reactants are [H-].[Na+].[NH:3]1[C:7]2=[N:8][CH:9]=[CH:10][CH:11]=[C:6]2[CH:5]=[CH:4]1.Br[CH2:13][CH2:14][CH2:15][CH2:16][CH3:17]. The catalyst is CN(C)C=O. The product is [CH2:13]([N:3]1[C:7]2=[N:8][CH:9]=[CH:10][CH:11]=[C:6]2[CH:5]=[CH:4]1)[CH2:14][CH2:15][CH2:16][CH3:17]. The yield is 1.00. (3) The reactants are [Cl:1][C:2]1[CH:3]=[C:4]([CH2:27][C:28](=[N:30][OH:31])[NH2:29])[CH:5]=[CH:6][C:7]=1[C:8]1[N:12]=[C:11]([C:13]2[N:14]=[C:15]3[C:20]([Cl:21])=[CH:19][C:18]([C:22]([F:25])([F:24])[F:23])=[CH:17][N:16]3[CH:26]=2)[O:10][N:9]=1.C1N=CN([C:37](N2C=NC=C2)=[O:38])C=1. The catalyst is C1COCC1. The product is [Cl:1][C:2]1[CH:3]=[C:4]([CH2:27][C:28]2[NH:29][C:37](=[O:38])[O:31][N:30]=2)[CH:5]=[CH:6][C:7]=1[C:8]1[N:12]=[C:11]([C:13]2[N:14]=[C:15]3[C:20]([Cl:21])=[CH:19][C:18]([C:22]([F:24])([F:25])[F:23])=[CH:17][N:16]3[CH:26]=2)[O:10][N:9]=1. The yield is 0.290. (4) The reactants are C(O)(=O)C.[CH:5]1([O:10][C:11]2[CH:12]=[C:13]([CH:16]=[CH:17][C:18]=2[O:19][CH3:20])[CH:14]=O)[CH2:9][CH2:8][CH2:7][CH2:6]1.[I:21][C:22]1[CH:23]=[CH:24][C:25]([NH2:28])=[N:26][CH:27]=1.C(O[BH-](OC(=O)C)OC(=O)C)(=O)C.[Na+]. The catalyst is ClC(Cl)C. The product is [CH:5]1([O:10][C:11]2[CH:12]=[C:13]([CH:16]=[CH:17][C:18]=2[O:19][CH3:20])[CH2:14][NH:28][C:25]2[CH:24]=[CH:23][C:22]([I:21])=[CH:27][N:26]=2)[CH2:9][CH2:8][CH2:7][CH2:6]1. The yield is 0.640. (5) The reactants are C(O[BH-](OC(=O)C)OC(=O)C)(=O)C.[Na+].[CH:15]1([O:18][C:19]2[CH:26]=[CH:25][C:24]([N:27]3[C:31]([C:32]([F:35])([F:34])[F:33])=[N:30][N:29]=[N:28]3)=[CH:23][C:20]=2[CH:21]=O)[CH2:17][CH2:16]1.[C:36]1([C@H:42]2[C@@H:47]([NH2:48])[CH2:46][CH2:45][CH2:44][NH:43]2)[CH:41]=[CH:40][CH:39]=[CH:38][CH:37]=1.C(O)(=O)C.C(=O)([O-])O.[Na+].[Cl:58]CCCl. No catalyst specified. The product is [ClH:58].[ClH:58].[CH:15]1([O:18][C:19]2[CH:26]=[CH:25][C:24]([N:27]3[C:31]([C:32]([F:35])([F:34])[F:33])=[N:30][N:29]=[N:28]3)=[CH:23][C:20]=2[CH2:21][NH:48][C@H:47]2[CH2:46][CH2:45][CH2:44][NH:43][C@H:42]2[C:36]2[CH:41]=[CH:40][CH:39]=[CH:38][CH:37]=2)[CH2:17][CH2:16]1. The yield is 0.300. (6) The reactants are [OH-].[Li+].[CH2:3]1[CH:14]2[CH:6]([NH:7][C:8]3[C:9]([C:15]([NH:17][C@@H:18]([CH3:24])[C:19]([O:21]CC)=[O:20])=[O:16])=[CH:10][CH:11]=[CH:12][C:13]=32)[CH2:5][CH2:4]1. The catalyst is C1COCC1. The product is [CH2:3]1[CH:14]2[CH:6]([NH:7][C:8]3[C:9]([C:15]([NH:17][C@@H:18]([CH3:24])[C:19]([OH:21])=[O:20])=[O:16])=[CH:10][CH:11]=[CH:12][C:13]=32)[CH2:5][CH2:4]1. The yield is 1.00. (7) The yield is 0.850. The catalyst is C(Cl)Cl. The reactants are [CH2:1]([O:8][C:9]1[CH:10]=[C:11]([CH2:15][CH:16]([NH:27]C(OC(C)(C)C)=O)[C:17]([O:19][CH2:20][C:21]2[CH:26]=[CH:25][CH:24]=[CH:23][CH:22]=2)=[O:18])[CH:12]=[CH:13][CH:14]=1)[C:2]1[CH:7]=[CH:6][CH:5]=[CH:4][CH:3]=1.C(O)(C(F)(F)F)=O. The product is [NH2:27][CH:16]([CH2:15][C:11]1[CH:12]=[CH:13][CH:14]=[C:9]([O:8][CH2:1][C:2]2[CH:3]=[CH:4][CH:5]=[CH:6][CH:7]=2)[CH:10]=1)[C:17]([O:19][CH2:20][C:21]1[CH:22]=[CH:23][CH:24]=[CH:25][CH:26]=1)=[O:18].